The task is: Predict the product of the given reaction.. This data is from Forward reaction prediction with 1.9M reactions from USPTO patents (1976-2016). (1) Given the reactants [S:1]([OH:5])([OH:4])(=[O:3])=[O:2].[NH2:6][C:7](=[NH:14])[NH:8][CH2:9][CH2:10][CH2:11][CH2:12][NH2:13].CC(C)=O.O.[C:20]([O:25][CH2:26][CH2:27][N:28]=[C:29]=[O:30])(=[O:24])[C:21]([CH3:23])=[CH2:22].[OH-].[Na+:32], predict the reaction product. The product is: [S:1]([O-:5])([O-:4])(=[O:3])=[O:2].[Na+:32].[C:20]([O:25][CH2:26][CH2:27][NH:28][C:29]([NH:13][CH2:12][CH2:11][CH2:10][CH2:9][NH:8][C:7]([NH2:6])=[NH2+:14])=[O:30])(=[O:24])[C:21]([CH3:23])=[CH2:22]. (2) Given the reactants [Cl:1][C:2]1[CH:7]=[CH:6][CH:5]=[C:4]([F:8])[C:3]=1[C:9]1[NH:13][C:12](=[O:14])[N:11]([C:15]2[CH:16]=[CH:17][C:18]([O:24][CH3:25])=[C:19]([CH:23]=2)[C:20](O)=[O:21])[N:10]=1.C(N(C(C)C)CC)(C)C.CN(C(ON1N=NC2C=CC=CC1=2)=[N+](C)C)C.[B-](F)(F)(F)F.[F:57][C:58]([F:68])([F:67])[C:59]1[CH:64]=[CH:63][CH:62]=[CH:61][C:60]=1[CH2:65][NH2:66], predict the reaction product. The product is: [Cl:1][C:2]1[CH:7]=[CH:6][CH:5]=[C:4]([F:8])[C:3]=1[C:9]1[NH:13][C:12](=[O:14])[N:11]([C:15]2[CH:16]=[CH:17][C:18]([O:24][CH3:25])=[C:19]([CH:23]=2)[C:20]([NH:66][CH2:65][C:60]2[CH:61]=[CH:62][CH:63]=[CH:64][C:59]=2[C:58]([F:57])([F:67])[F:68])=[O:21])[N:10]=1. (3) Given the reactants [Cl:1][C:2]1[CH:3]=[C:4]([NH:9][C@H:10]([CH3:14])C(O)=O)[CH:5]=[CH:6][C:7]=1Cl.BrC1C=CC([C:22]([F:25])([F:24])[F:23])=C(Cl)C=1.BrCC[C:30]([O:32][C:33]([CH3:36])([CH3:35])[CH3:34])=[O:31], predict the reaction product. The product is: [C:33]([O:32][C:30](=[O:31])[CH2:14][CH2:10][NH:9][C:4]1[CH:5]=[CH:6][C:7]([C:22]([F:23])([F:24])[F:25])=[C:2]([Cl:1])[CH:3]=1)([CH3:36])([CH3:35])[CH3:34]. (4) Given the reactants [NH2:1][C:2]1[CH:7]=[CH:6][CH:5]=[CH:4][C:3]=1[SH:8].[C:9]1([NH:15]C2C=CC=CC=2)C=CC=CC=1.[S-]C#N.BrBr, predict the reaction product. The product is: [NH2:15][C:9]1[S:8][C:3]2[CH:4]=[CH:5][CH:6]=[CH:7][C:2]=2[N:1]=1. (5) Given the reactants BrC1C=CC=C2C=1C(=O)C(=O)N2CCCCC.[CH3:18][O:19][C:20](=[O:33])[CH2:21][N:22]1[C:30]2[C:25](=[CH:26][CH:27]=[CH:28][CH:29]=2)[C:24](=[O:31])[C:23]1=[O:32].O1C2C=CC(O)=CC=2OC1.[Cl:44][C:45]1[CH:46]=[C:47]([OH:51])[CH:48]=[CH:49][CH:50]=1, predict the reaction product. The product is: [CH3:18][O:19][C:20](=[O:33])[CH2:21][N:22]1[C:30]2[C:25](=[CH:26][CH:27]=[CH:28][CH:29]=2)[C:24]([C:48]2[CH:49]=[CH:50][C:45]([Cl:44])=[CH:46][C:47]=2[OH:51])([OH:31])[C:23]1=[O:32].